This data is from NCI-60 drug combinations with 297,098 pairs across 59 cell lines. The task is: Regression. Given two drug SMILES strings and cell line genomic features, predict the synergy score measuring deviation from expected non-interaction effect. (1) Drug 1: C1=NC(=NC(=O)N1C2C(C(C(O2)CO)O)O)N. Drug 2: C(=O)(N)NO. Cell line: SK-MEL-28. Synergy scores: CSS=14.8, Synergy_ZIP=2.32, Synergy_Bliss=4.61, Synergy_Loewe=-8.81, Synergy_HSA=2.52. (2) Drug 1: C1CC(=O)NC(=O)C1N2CC3=C(C2=O)C=CC=C3N. Drug 2: C1CN(P(=O)(OC1)NCCCl)CCCl. Cell line: HT29. Synergy scores: CSS=8.08, Synergy_ZIP=0.903, Synergy_Bliss=4.66, Synergy_Loewe=4.87, Synergy_HSA=3.67.